Dataset: Reaction yield outcomes from USPTO patents with 853,638 reactions. Task: Predict the reaction yield, written as a fraction of the theoretical maximum amount of product (1.0 means a 100% yield; for example, 0.34 means a 34% yield). (1) The reactants are O[C:2]1[C:10]([C:11](=[O:25])[CH2:12][C:13](=[O:24])[C:14]2[C:15]([C:20]([F:23])([F:22])[F:21])=[N:16][CH:17]=[CH:18][CH:19]=2)=[CH:9][CH:8]=[CH:7][C:3]=1[C:4]([O-:6])=[O:5].Cl.[C:27](O)(=O)C. No catalyst specified. The product is [O:25]=[C:11]1[C:10]2[C:2](=[C:3]([C:4]([O:6][CH3:27])=[O:5])[CH:7]=[CH:8][CH:9]=2)[O:24][C:13]([C:14]2[C:15]([C:20]([F:23])([F:21])[F:22])=[N:16][CH:17]=[CH:18][CH:19]=2)=[CH:12]1. The yield is 0.230. (2) The reactants are C(C1C=C(NC2N=C(NC3C=CC=C(C(O)=O)C=3)C(F)=CN=2)C=CC=1)(O)=O.[OH:28][C:29]1[CH:30]=[C:31]([NH:39][C:40]2[N:45]=[C:44]([NH:46][C:47]3[CH:52]=[CH:51][C:50]([C:53]([O:55]C)=[O:54])=[C:49]([OH:57])[CH:48]=3)[C:43]([F:58])=[CH:42][N:41]=2)[CH:32]=[CH:33][C:34]=1[C:35]([O:37]C)=[O:36].[OH-].[Na+]. No catalyst specified. The product is [OH:28][C:29]1[CH:30]=[C:31]([NH:39][C:40]2[N:45]=[C:44]([NH:46][C:47]3[CH:52]=[CH:51][C:50]([C:53]([OH:55])=[O:54])=[C:49]([OH:57])[CH:48]=3)[C:43]([F:58])=[CH:42][N:41]=2)[CH:32]=[CH:33][C:34]=1[C:35]([OH:37])=[O:36]. The yield is 0.770. (3) The reactants are [CH3:1][O:2][C:3](=[O:13])[C@@H:4]([NH2:12])[CH2:5][CH:6]1[CH2:11][CH2:10][CH2:9][CH2:8][CH2:7]1.C(N(CC)C(C)C)(C)C.C([O:25][C:26](=O)/[CH:27]=[C:28](/[O:31][C:32]1[CH:37]=[CH:36][CH:35]=[C:34]([O:38][CH3:39])[CH:33]=1)\[CH2:29]Br)C. The catalyst is CN(C)C=O. The product is [CH3:1][O:2][C:3](=[O:13])[C@@H:4]([N:12]1[CH2:29][C:28]([O:31][C:32]2[CH:37]=[CH:36][CH:35]=[C:34]([O:38][CH3:39])[CH:33]=2)=[CH:27][C:26]1=[O:25])[CH2:5][CH:6]1[CH2:11][CH2:10][CH2:9][CH2:8][CH2:7]1. The yield is 0.460. (4) The reactants are [C:1]1([C@:11]23[CH2:16][CH:15]2[CH2:14][O:13][C:12]3=[O:17])[C:10]2[C:5](=[CH:6][CH:7]=[CH:8][CH:9]=2)[CH:4]=[CH:3][CH:2]=1.ClCCl. The catalyst is O1CCCC1. The product is [C:1]1([C@:11]2([CH2:12][OH:17])[CH2:16][CH:15]2[CH2:14][OH:13])[C:10]2[C:5](=[CH:6][CH:7]=[CH:8][CH:9]=2)[CH:4]=[CH:3][CH:2]=1. The yield is 0.985.